Dataset: Full USPTO retrosynthesis dataset with 1.9M reactions from patents (1976-2016). Task: Predict the reactants needed to synthesize the given product. (1) The reactants are: [CH:1]1([S:4]([C:7]2[CH:12]=[CH:11][C:10]([CH:13]([O:17][C:18]3[CH:23]=[CH:22][C:21]([F:24])=[CH:20][C:19]=3[F:25])[C:14](O)=[O:15])=[CH:9][CH:8]=2)(=[O:6])=[O:5])[CH2:3][CH2:2]1.[CH3:26][O:27][C:28]1[S:32][C:31]([NH2:33])=[N:30][CH:29]=1.C1C=CC2N(O)N=NC=2C=1.CCN=C=NCCCN(C)C.CN1CCOCC1. Given the product [CH:1]1([S:4]([C:7]2[CH:12]=[CH:11][C:10]([CH:13]([O:17][C:18]3[CH:23]=[CH:22][C:21]([F:24])=[CH:20][C:19]=3[F:25])[C:14]([NH:33][C:31]3[S:32][C:28]([O:27][CH3:26])=[CH:29][N:30]=3)=[O:15])=[CH:9][CH:8]=2)(=[O:6])=[O:5])[CH2:2][CH2:3]1, predict the reactants needed to synthesize it. (2) Given the product [F:28][C:17]1[CH:16]=[C:15]([O:14][CH:11]2[CH2:12][CH2:13][NH:8][CH2:9][CH2:10]2)[CH:20]=[CH:19][C:18]=1[C:21]1[CH2:26][CH2:25][C:24](=[O:27])[NH:23][N:22]=1, predict the reactants needed to synthesize it. The reactants are: C(OC([N:8]1[CH2:13][CH2:12][CH:11]([O:14][C:15]2[CH:20]=[CH:19][C:18]([C:21]3[CH2:26][CH2:25][C:24](=[O:27])[NH:23][N:22]=3)=[C:17]([F:28])[CH:16]=2)[CH2:10][CH2:9]1)=O)(C)(C)C. (3) Given the product [CH3:1][N:2]([CH3:22])[C:3]1[CH:8]=[CH:7][C:6]([C:9]([C:13]2[CH:18]=[CH:17][C:16]([N:19]([CH3:21])[CH3:20])=[CH:15][CH:14]=2)=[C:10]([P:34]([CH:41]2[CH2:42][CH2:43][CH2:44][CH2:45][CH2:46]2)[CH:35]2[CH2:40][CH2:39][CH2:38][CH2:37][CH2:36]2)[CH3:11])=[CH:5][CH:4]=1, predict the reactants needed to synthesize it. The reactants are: [CH3:1][N:2]([CH3:22])[C:3]1[CH:8]=[CH:7][C:6]([C:9]([C:13]2[CH:18]=[CH:17][C:16]([N:19]([CH3:21])[CH3:20])=[CH:15][CH:14]=2)=[C:10](Br)[CH3:11])=[CH:5][CH:4]=1.C1COCC1.C([Li])CCC.Cl[P:34]([CH:41]1[CH2:46][CH2:45][CH2:44][CH2:43][CH2:42]1)[CH:35]1[CH2:40][CH2:39][CH2:38][CH2:37][CH2:36]1. (4) The reactants are: [C:1]([CH2:3][C:4]([NH:6][C:7]1[CH:11]=[CH:10][N:9]([C:12]2[CH:17]=[CH:16][C:15]([O:18][CH3:19])=[CH:14][CH:13]=2)[C:8]=1[C:20]([O:22]CC)=O)=[O:5])#[N:2].[H-].[Na+].[H][H]. Given the product [OH:22][C:20]1[C:8]2[N:9]([C:12]3[CH:13]=[CH:14][C:15]([O:18][CH3:19])=[CH:16][CH:17]=3)[CH:10]=[CH:11][C:7]=2[NH:6][C:4](=[O:5])[C:3]=1[C:1]#[N:2], predict the reactants needed to synthesize it. (5) The reactants are: [F:1][C:2]1[CH:7]=[CH:6][C:5]([C:8]2[C:16]3[C:11](=[CH:12][CH:13]=[C:14]([C:17]4[NH:18][C:19]([C:22]5[CH:27]=[CH:26][C:25]([O:28]C)=[CH:24][CH:23]=5)=[N:20][N:21]=4)[CH:15]=3)[NH:10][N:9]=2)=[CH:4][CH:3]=1.B(Br)(Br)Br. Given the product [F:1][C:2]1[CH:7]=[CH:6][C:5]([C:8]2[C:16]3[C:11](=[CH:12][CH:13]=[C:14]([C:17]4[NH:18][C:19]([C:22]5[CH:27]=[CH:26][C:25]([OH:28])=[CH:24][CH:23]=5)=[N:20][N:21]=4)[CH:15]=3)[NH:10][N:9]=2)=[CH:4][CH:3]=1, predict the reactants needed to synthesize it. (6) Given the product [CH3:20][O:19][C:17]1[CH:18]=[C:13]([CH:14]=[C:15]([O:21][CH3:22])[CH:16]=1)/[CH:12]=[CH:11]/[C:8]1[CH:7]=[CH:6][C:5]([SH:4])=[CH:10][CH:9]=1, predict the reactants needed to synthesize it. The reactants are: CN(C)C(=O)[S:4][C:5]1[CH:10]=[CH:9][C:8](/[CH:11]=[CH:12]/[C:13]2[CH:18]=[C:17]([O:19][CH3:20])[CH:16]=[C:15]([O:21][CH3:22])[CH:14]=2)=[CH:7][CH:6]=1.[H-].[H-].[H-].[H-].[Li+].[Al+3].O. (7) Given the product [Cl:1][C:2]1[N:7]=[CH:6][C:5]([C:8]([NH:11][C:12]2[CH:13]=[C:14]([CH:27]=[CH:28][C:29]=2[CH3:30])[C:15]([NH:17][C:18]2[CH:23]=[CH:22][CH:21]=[C:20]([N:24]([CH3:26])[CH3:25])[CH:19]=2)=[O:16])=[O:9])=[CH:4][CH:3]=1, predict the reactants needed to synthesize it. The reactants are: [Cl:1][C:2]1[N:7]=[CH:6][C:5]([C:8](Cl)=[O:9])=[CH:4][CH:3]=1.[NH2:11][C:12]1[CH:13]=[C:14]([CH:27]=[CH:28][C:29]=1[CH3:30])[C:15]([NH:17][C:18]1[CH:23]=[CH:22][CH:21]=[C:20]([N:24]([CH3:26])[CH3:25])[CH:19]=1)=[O:16].